From a dataset of Catalyst prediction with 721,799 reactions and 888 catalyst types from USPTO. Predict which catalyst facilitates the given reaction. (1) Product: [ClH:13].[Cl:13][CH:2]([C:4]1[CH:9]=[CH:8][CH:7]=[C:6]([CH3:10])[N:5]=1)[CH3:3]. The catalyst class is: 2. Reactant: O[CH:2]([C:4]1[CH:9]=[CH:8][CH:7]=[C:6]([CH3:10])[N:5]=1)[CH3:3].S(Cl)([Cl:13])=O. (2) Reactant: [Br:1][C:2]1[C:8]([CH3:9])=[CH:7][C:5]([NH2:6])=[C:4]([CH3:10])[CH:3]=1.[C:11]([O:14]C(=O)C)(=O)[CH3:12].C([O-])(=O)C.[K+].C1OCCOCCOCCOCCOCCOC1.[N:41](OC(C)(C)C)=O.C(=O)(O)[O-].[Na+]. Product: [C:11]([N:6]1[C:5]2[C:4](=[CH:3][C:2]([Br:1])=[C:8]([CH3:9])[CH:7]=2)[CH:10]=[N:41]1)(=[O:14])[CH3:12]. The catalyst class is: 22.